The task is: Predict which catalyst facilitates the given reaction.. This data is from Catalyst prediction with 721,799 reactions and 888 catalyst types from USPTO. (1) Reactant: [CH3:1][C:2]1[CH:7]=[C:6]([CH3:8])[CH:5]=[CH:4][C:3]=1[NH2:9].[C:10]1([CH3:19])[CH:15]=[C:14]([CH3:16])[CH:13]=[C:12]([CH3:17])[C:11]=1Br.[CH3:20][CH2:21][CH2:22][CH2:23][CH2:24][CH3:25].C([Li])CCC.C[O:32][B:33](OC)[O:34]C.Cl. Product: [CH3:1][C:2]1[CH:7]=[C:6]([CH3:8])[CH:5]=[CH:4][C:3]=1[N:9]([C:11]1[C:12]([CH3:17])=[CH:13][C:14]([CH3:16])=[CH:15][C:10]=1[CH3:19])[C:22]1[CH:21]=[CH:20][C:25]([B:33]([OH:34])[OH:32])=[CH:24][CH:23]=1. The catalyst class is: 7. (2) Reactant: [F:1][C:2]([F:19])([F:18])[C:3]1[CH:4]=[C:5]([C:13]2[N:17]=[CH:16][NH:15][N:14]=2)[CH:6]=[C:7]([C:9]([F:12])([F:11])[F:10])[CH:8]=1.[H-].[Na+].Br[CH2:23][C:24](=[CH2:28])[C:25]([OH:27])=[O:26].O. Product: [F:19][C:2]([F:1])([F:18])[C:3]1[CH:4]=[C:5]([C:13]2[N:17]=[CH:16][N:15]([CH2:28][C:24](=[CH2:23])[C:25]([OH:27])=[O:26])[N:14]=2)[CH:6]=[C:7]([C:9]([F:10])([F:12])[F:11])[CH:8]=1. The catalyst class is: 1.